This data is from NCI-60 drug combinations with 297,098 pairs across 59 cell lines. The task is: Regression. Given two drug SMILES strings and cell line genomic features, predict the synergy score measuring deviation from expected non-interaction effect. Drug 2: C(CCl)NC(=O)N(CCCl)N=O. Drug 1: C1=CC(=CC=C1CCCC(=O)O)N(CCCl)CCCl. Cell line: RXF 393. Synergy scores: CSS=14.4, Synergy_ZIP=-5.55, Synergy_Bliss=1.13, Synergy_Loewe=-2.94, Synergy_HSA=0.453.